Binary Classification. Given a T-cell receptor sequence (or CDR3 region) and an epitope sequence, predict whether binding occurs between them. From a dataset of TCR-epitope binding with 47,182 pairs between 192 epitopes and 23,139 TCRs. The epitope is TPQDLNTML. The TCR CDR3 sequence is CASSLRTPGQALRNEKLFF. Result: 1 (the TCR binds to the epitope).